This data is from Peptide-MHC class I binding affinity with 185,985 pairs from IEDB/IMGT. The task is: Regression. Given a peptide amino acid sequence and an MHC pseudo amino acid sequence, predict their binding affinity value. This is MHC class I binding data. (1) The peptide sequence is MHYKLDEVL. The MHC is HLA-A03:01 with pseudo-sequence HLA-A03:01. The binding affinity (normalized) is 0.0847. (2) The peptide sequence is GSDDIRRLV. The MHC is HLA-A24:02 with pseudo-sequence HLA-A24:02. The binding affinity (normalized) is 0. (3) The peptide sequence is GLRWHVRAF. The MHC is HLA-A69:01 with pseudo-sequence HLA-A69:01. The binding affinity (normalized) is 0.0847. (4) The peptide sequence is SMINYYNEM. The MHC is HLA-B15:01 with pseudo-sequence HLA-B15:01. The binding affinity (normalized) is 0.924. (5) The peptide sequence is YTIYGAWMF. The MHC is HLA-C04:01 with pseudo-sequence HLA-C04:01. The binding affinity (normalized) is 0.213. (6) The peptide sequence is ELVNLIQAKT. The MHC is HLA-A02:01 with pseudo-sequence HLA-A02:01. The binding affinity (normalized) is 0. (7) The peptide sequence is LDMLQALCIP. The MHC is H-2-Kd with pseudo-sequence H-2-Kd. The binding affinity (normalized) is 0.359. (8) The peptide sequence is KETINEEAA. The MHC is HLA-B53:01 with pseudo-sequence HLA-B53:01. The binding affinity (normalized) is 0.